This data is from NCI-60 drug combinations with 297,098 pairs across 59 cell lines. The task is: Regression. Given two drug SMILES strings and cell line genomic features, predict the synergy score measuring deviation from expected non-interaction effect. Drug 1: CC12CCC3C(C1CCC2NC(=O)OCC(F)(F)F)CCC4C3(C=CC(=O)N4C)C. Drug 2: C1CNP(=O)(OC1)N(CCCl)CCCl. Cell line: UACC62. Synergy scores: CSS=2.73, Synergy_ZIP=7.41, Synergy_Bliss=9.37, Synergy_Loewe=3.65, Synergy_HSA=3.83.